Dataset: NCI-60 drug combinations with 297,098 pairs across 59 cell lines. Task: Regression. Given two drug SMILES strings and cell line genomic features, predict the synergy score measuring deviation from expected non-interaction effect. Drug 1: CC12CCC(CC1=CCC3C2CCC4(C3CC=C4C5=CN=CC=C5)C)O. Drug 2: CNC(=O)C1=CC=CC=C1SC2=CC3=C(C=C2)C(=NN3)C=CC4=CC=CC=N4. Cell line: CAKI-1. Synergy scores: CSS=27.2, Synergy_ZIP=1.52, Synergy_Bliss=8.53, Synergy_Loewe=8.87, Synergy_HSA=8.62.